Dataset: Catalyst prediction with 721,799 reactions and 888 catalyst types from USPTO. Task: Predict which catalyst facilitates the given reaction. Reactant: [F:1][C:2]1[CH:16]=[CH:15][CH:14]=[CH:13][C:3]=1[CH2:4]P(=O)(OCC)OCC.[H-].[Na+].[CH2:19]([N:26]1[CH2:31][CH2:30][N:29]([C:32]([O:34][C:35]([CH3:38])([CH3:37])[CH3:36])=[O:33])[C@H:28]([CH:39]=O)[CH2:27]1)[C:20]1[CH:25]=[CH:24][CH:23]=[CH:22][CH:21]=1.C(=O)([O-])O.[Na+]. Product: [CH2:19]([N:26]1[CH2:31][CH2:30][N:29]([C:32]([O:34][C:35]([CH3:38])([CH3:37])[CH3:36])=[O:33])[C@H:28](/[CH:39]=[CH:4]/[C:3]2[CH:13]=[CH:14][CH:15]=[CH:16][C:2]=2[F:1])[CH2:27]1)[C:20]1[CH:21]=[CH:22][CH:23]=[CH:24][CH:25]=1. The catalyst class is: 1.